From a dataset of Retrosynthesis with 50K atom-mapped reactions and 10 reaction types from USPTO. Predict the reactants needed to synthesize the given product. (1) Given the product O=C(O)C1CCCCC1c1ccccc1, predict the reactants needed to synthesize it. The reactants are: O=C(O)C1=C(c2ccccc2)CCCC1. (2) Given the product CC(C)Nc1nc2c(nc1N1CCC(Oc3ccc(F)cc3F)CC1)CCN(C(=O)N1CCOCC1)C2, predict the reactants needed to synthesize it. The reactants are: CC(C)Nc1nc2c(nc1N1CCC(Oc3ccc(F)cc3F)CC1)CCNC2.O=C(Cl)N1CCOCC1. (3) Given the product CC[C@H](NC(=O)OC(C)(C)C)[C@H](O)C(=O)NC1CC1, predict the reactants needed to synthesize it. The reactants are: CC[C@H](NC(=O)OC(C)(C)C)[C@H](OC(C)=O)C(=O)NC1CC1. (4) The reactants are: COC(=O)Cc1nc(-c2ccc(OC)cc2)c(-c2ccc(OC)cc2)s1. Given the product COc1ccc(-c2nc(CCO)sc2-c2ccc(OC)cc2)cc1, predict the reactants needed to synthesize it. (5) Given the product CCn1cc(-c2ccnc3c2cc(-c2ccc(CN4CCCC4)cc2)n3S(=O)(=O)c2ccccc2)c(-c2ccc([N+](=O)[O-])cc2)n1, predict the reactants needed to synthesize it. The reactants are: C1CCNC1.CCn1cc(-c2ccnc3c2cc(-c2ccc(C=O)cc2)n3S(=O)(=O)c2ccccc2)c(-c2ccc([N+](=O)[O-])cc2)n1. (6) Given the product CCn1c2c(c(=O)n1-c1ccccc1)[C@H]1CC[C@]2(C)C1(C)C, predict the reactants needed to synthesize it. The reactants are: CC1(C)[C@@H]2CC[C@@]1(C)c1[nH]n(-c3ccccc3)c(=O)c12.CCBr. (7) Given the product CC(C)[Si](Oc1cccc2c1CN(C(=O)CCCCO)CC2)(C(C)C)C(C)C, predict the reactants needed to synthesize it. The reactants are: CC(C)[Si](Oc1cccc2c1CNCC2)(C(C)C)C(C)C.O=C([O-])CCCCO.